From a dataset of Catalyst prediction with 721,799 reactions and 888 catalyst types from USPTO. Predict which catalyst facilitates the given reaction. (1) Reactant: Cl.[NH2:2][C@H:3]([C:5]1[CH:14]=[CH:13][C:8]([C:9](OC)=[O:10])=[CH:7][C:6]=1[F:15])[CH3:4].[H-].[H-].[H-].[H-].[Li+].[Al+3]. Product: [NH2:2][C@H:3]([C:5]1[CH:14]=[CH:13][C:8]([CH2:9][OH:10])=[CH:7][C:6]=1[F:15])[CH3:4]. The catalyst class is: 1. (2) Reactant: Cl[N:2]1C(=O)CCC1=O.[Br:9][C:10]1[CH:18]=[C:17]([Cl:19])[CH:16]=[C:15]([F:20])[C:11]=1[CH:12]=[N:13][OH:14].[NH4+].[OH-].CCOC(C)=O. Product: [Br:9][C:10]1[CH:18]=[C:17]([Cl:19])[CH:16]=[C:15]([F:20])[C:11]=1[C:12]([NH:13][OH:14])=[NH:2]. The catalyst class is: 163.